Dataset: Full USPTO retrosynthesis dataset with 1.9M reactions from patents (1976-2016). Task: Predict the reactants needed to synthesize the given product. (1) Given the product [CH:19]1([N:11]2[CH:12]=[C:13]([CH2:14][C:15]([O:17][CH3:18])=[O:16])[C:9]([OH:8])=[N:10]2)[CH2:20][CH2:21][CH2:22][CH2:23][CH2:24]1, predict the reactants needed to synthesize it. The reactants are: C([O:8][C:9]1[C:13]([CH2:14][C:15]([O:17][CH3:18])=[O:16])=[CH:12][N:11]([CH:19]2[CH2:24][CH2:23][CH2:22][CH2:21][CH2:20]2)[N:10]=1)C1C=CC=CC=1. (2) Given the product [Cl:15][C:16]1[CH:21]=[C:20]([O:1][C:2]2[CH:11]=[C:10]3[C:5]([CH2:6][CH2:7][CH:8]([C:12]([OH:14])=[O:13])[CH2:9]3)=[CH:4][CH:3]=2)[CH:19]=[CH:18][N:17]=1, predict the reactants needed to synthesize it. The reactants are: [OH:1][C:2]1[CH:11]=[C:10]2[C:5]([CH2:6][CH2:7][CH:8]([C:12]([OH:14])=[O:13])[CH2:9]2)=[CH:4][CH:3]=1.[Cl:15][C:16]1[CH:21]=[C:20]([N+]([O-])=O)[CH:19]=[CH:18][N:17]=1.C(=O)([O-])[O-].[Cs+].[Cs+].Cl. (3) Given the product [Cl:1][C:2]1[CH:3]=[C:4]2[C:8](=[CH:9][CH:10]=1)[NH:7][CH:6]=[C:5]2[CH2:11][CH2:12][NH:13][C:14](=[O:23])[C:15]1[CH:20]=[CH:19][C:18]([CH2:21][C:28]2[CH:29]=[CH:30][C:25]([Cl:24])=[CH:26][CH:27]=2)=[CH:17][CH:16]=1, predict the reactants needed to synthesize it. The reactants are: [Cl:1][C:2]1[CH:3]=[C:4]2[C:8](=[CH:9][CH:10]=1)[NH:7][CH:6]=[C:5]2[CH2:11][CH2:12][NH:13][C:14](=[O:23])[C:15]1[CH:20]=[CH:19][C:18]([CH2:21]Cl)=[CH:17][CH:16]=1.[Cl:24][C:25]1[CH:30]=[CH:29][C:28](B(O)O)=[CH:27][CH:26]=1.C(=O)([O-])[O-].[Na+].[Na+].[I-].[Na+]. (4) Given the product [Cl:29][C:3]1[C:4]2[S:8][C:7]([C:9]3[C:10]([NH2:26])=[N:11][CH:12]=[C:13]([C:15]4[CH:16]=[N:17][N:18]([CH:20]5[CH2:25][CH2:24][NH:23][CH2:22][CH2:21]5)[CH:19]=4)[CH:14]=3)=[N:6][C:5]=2[CH:27]=[CH:28][CH:2]=1, predict the reactants needed to synthesize it. The reactants are: F[C:2]1[CH:28]=[CH:27][C:5]2[N:6]=[C:7]([C:9]3[C:10]([NH2:26])=[N:11][CH:12]=[C:13]([C:15]4[CH:16]=[N:17][N:18]([CH:20]5[CH2:25][CH2:24][NH:23][CH2:22][CH2:21]5)[CH:19]=4)[CH:14]=3)[S:8][C:4]=2[CH:3]=1.[Cl:29]C1SC2C(Cl)=CC=CC=2N=1.